This data is from Reaction yield outcomes from USPTO patents with 853,638 reactions. The task is: Predict the reaction yield, written as a fraction of the theoretical maximum amount of product (1.0 means a 100% yield; for example, 0.34 means a 34% yield). (1) The reactants are [OH:1][C:2]1[CH:3]=[C:4]([CH:14]=[C:15]([O:17][C@@H:18]([CH3:22])[CH2:19][O:20][CH3:21])[CH:16]=1)[C:5]([NH:7][C:8]1[CH:12]=[CH:11][N:10]([CH3:13])[N:9]=1)=[O:6].C(=O)([O-])[O-].[K+].[K+].[Cl:29][C:30]1[CH:31]=[C:32]([S:37]([N:40]([CH3:42])[CH3:41])(=[O:39])=[O:38])[CH:33]=[CH:34][C:35]=1F. The catalyst is C(#N)C. The product is [Cl:29][C:30]1[CH:31]=[C:32]([S:37]([N:40]([CH3:42])[CH3:41])(=[O:39])=[O:38])[CH:33]=[CH:34][C:35]=1[O:1][C:2]1[CH:3]=[C:4]([CH:14]=[C:15]([O:17][C@@H:18]([CH3:22])[CH2:19][O:20][CH3:21])[CH:16]=1)[C:5]([NH:7][C:8]1[CH:12]=[CH:11][N:10]([CH3:13])[N:9]=1)=[O:6]. The yield is 0.980. (2) The reactants are [O:1]1CCO[CH:2]1[CH2:6][N:7]1[CH:11]=[C:10]([C:12]2[S:20][C:19]3[C:14](=[N:15][CH:16]=[CH:17][C:18]=3[O:21][C:22]3[CH:27]=[CH:26][C:25]([N+:28]([O-:30])=[O:29])=[CH:24][C:23]=3[F:31])[CH:13]=2)[CH:9]=[N:8]1.Cl. The catalyst is C1COCC1. The product is [F:31][C:23]1[CH:24]=[C:25]([N+:28]([O-:30])=[O:29])[CH:26]=[CH:27][C:22]=1[O:21][C:18]1[CH:17]=[CH:16][N:15]=[C:14]2[CH:13]=[C:12]([C:10]3[CH:9]=[N:8][N:7]([CH2:6][CH:2]=[O:1])[CH:11]=3)[S:20][C:19]=12. The yield is 1.00. (3) The reactants are C[O:2][C:3](=[O:31])[CH:4]([NH:16][C:17]1[CH:22]=[CH:21][CH:20]=[CH:19][C:18]=1[C:23](=[O:30])[C:24]1[CH:29]=[CH:28][CH:27]=[CH:26][CH:25]=1)[CH2:5][C:6]1[CH:11]=[CH:10][C:9]([O:12][CH2:13][CH2:14]Br)=[CH:8][CH:7]=1.[CH:32]1[C:44]2[NH:43][C:42]3[C:37](=[CH:38][CH:39]=[CH:40][CH:41]=3)[C:36]=2[CH:35]=[CH:34][CH:33]=1.[OH-].[Na+]. The catalyst is C1C=CC=CC=1.[Br-].C([N+](CCCC)(CCCC)CCCC)CCC. The product is [C:23]([C:18]1[CH:19]=[CH:20][CH:21]=[CH:22][C:17]=1[NH:16][CH:4]([CH2:5][C:6]1[CH:11]=[CH:10][C:9]([O:12][CH2:13][CH2:14][C:41]2[C:42]3[NH:43][C:44]4[C:36](=[CH:35][CH:34]=[CH:33][CH:32]=4)[C:37]=3[CH:38]=[CH:39][CH:40]=2)=[CH:8][CH:7]=1)[C:3]([OH:2])=[O:31])(=[O:30])[C:24]1[CH:25]=[CH:26][CH:27]=[CH:28][CH:29]=1. The yield is 0.220. (4) The reactants are [N+:1]([C:4]1[CH:12]=[C:11]2[C:7]([C:8](I)=[N:9][N:10]2[CH2:13][O:14][CH2:15][CH2:16][Si:17]([CH3:20])([CH3:19])[CH3:18])=[CH:6][CH:5]=1)([O-:3])=[O:2].[CH:22](B(O)O)=[CH:23][C:24]1[CH:29]=[CH:28][CH:27]=[CH:26][CH:25]=1.C1(C)C=CC=CC=1.[OH-].[Na+]. The catalyst is CCOC(C)=O.O.C1C=CC([P]([Pd]([P](C2C=CC=CC=2)(C2C=CC=CC=2)C2C=CC=CC=2)([P](C2C=CC=CC=2)(C2C=CC=CC=2)C2C=CC=CC=2)[P](C2C=CC=CC=2)(C2C=CC=CC=2)C2C=CC=CC=2)(C2C=CC=CC=2)C2C=CC=CC=2)=CC=1.CO. The product is [N+:1]([C:4]1[CH:12]=[C:11]2[C:7]([C:8]([CH:22]=[CH:23][C:24]3[CH:29]=[CH:28][CH:27]=[CH:26][CH:25]=3)=[N:9][N:10]2[CH2:13][O:14][CH2:15][CH2:16][Si:17]([CH3:20])([CH3:19])[CH3:18])=[CH:6][CH:5]=1)([O-:3])=[O:2]. The yield is 0.740. (5) The reactants are [C:1]1([C:11](Cl)=[O:12])[C:10]2[C:5](=[CH:6][CH:7]=[CH:8][CH:9]=2)[CH:4]=[CH:3][CH:2]=1.[CH2:14]([NH:21][C:22]([C:24]1[S:28][C:27]([NH2:29])=[N:26][C:25]=1[CH3:30])=[O:23])[C:15]1[CH:20]=[CH:19][CH:18]=[CH:17][CH:16]=1. No catalyst specified. The product is [CH2:14]([NH:21][C:22]([C:24]1[S:28][C:27]([NH:29][C:11]([C:1]2[C:10]3[C:5](=[CH:6][CH:7]=[CH:8][CH:9]=3)[CH:4]=[CH:3][CH:2]=2)=[O:12])=[N:26][C:25]=1[CH3:30])=[O:23])[C:15]1[CH:20]=[CH:19][CH:18]=[CH:17][CH:16]=1. The yield is 0.120.